From a dataset of Forward reaction prediction with 1.9M reactions from USPTO patents (1976-2016). Predict the product of the given reaction. (1) Given the reactants Cl[C:2]1[CH:3]=[C:4]2[C:9](=[CH:10][CH:11]=1)[C:8]([C:12]1[CH:17]=[CH:16][CH:15]=[CH:14][C:13]=1[CH3:18])=[N:7][N:6]=[CH:5]2.[B:19]1(B2OC(C)(C)C(C)(C)O2)[O:23]C(C)(C)C(C)(C)[O:20]1.C([O-])(=O)C.[K+].C1(P(C2CCCCC2)C2CCCCC2)CCCCC1, predict the reaction product. The product is: [C:13]1([CH3:18])[CH:14]=[CH:15][CH:16]=[CH:17][C:12]=1[C:8]1[C:9]2[C:4](=[CH:3][C:2]([B:19]([OH:23])[OH:20])=[CH:11][CH:10]=2)[CH:5]=[N:6][N:7]=1. (2) The product is: [C:10]1([CH3:9])[CH:15]=[CH:14][C:13]([C:16](=[O:19])[CH2:18][CH:7]([C:4]2[CH:3]=[CH:2][N:1]=[CH:6][CH:5]=2)[CH2:18][C:16]([C:13]2[CH:14]=[CH:15][C:10]([CH3:9])=[CH:11][CH:12]=2)=[O:17])=[CH:12][CH:11]=1. Given the reactants [N:1]1[CH:6]=[CH:5][C:4]([CH:7]=O)=[CH:3][CH:2]=1.[CH3:9][C:10]1[CH:15]=[CH:14][C:13]([C:16]([CH3:18])=[O:17])=[CH:12][CH:11]=1.[OH-:19].[K+], predict the reaction product. (3) Given the reactants C(OC(=O)[NH:10][CH:11]1[C:25](=[O:26])[N:24]([CH3:27])[CH2:23][C:14]2[C:15]3[CH:16]=[N:17][NH:18][C:19]=3[C:20]([CH3:22])=[CH:21][C:13]=2[CH2:12]1)C1C=CC=CC=1.[H][H].C(Cl)(Cl)[Cl:32], predict the reaction product. The product is: [ClH:32].[NH2:10][CH:11]1[C:25](=[O:26])[N:24]([CH3:27])[CH2:23][C:14]2[C:15]3[CH:16]=[N:17][NH:18][C:19]=3[C:20]([CH3:22])=[CH:21][C:13]=2[CH2:12]1. (4) Given the reactants Br[CH2:2][C:3]1[C:11]2[C:10](=[O:12])[C:9]([C:13](=[O:17])[CH:14]([CH3:16])[CH3:15])=[CH:8][N:7]([CH2:18][C:19]3[C:24]([F:25])=[CH:23][CH:22]=[CH:21][C:20]=3[F:26])[C:6]=2[S:5][C:4]=1[C:27]1[CH:32]=[CH:31][C:30]([N+:33]([O-:35])=[O:34])=[CH:29][CH:28]=1.C(N(C(C)C)C(C)C)C.[CH3:45][NH:46][CH2:47][C:48]1[CH:53]=[CH:52][CH:51]=[CH:50][CH:49]=1.C(=O)([O-])[O-].[K+].[K+], predict the reaction product. The product is: [CH2:47]([N:46]([CH2:2][C:3]1[C:11]2[C:10](=[O:12])[C:9]([C:13](=[O:17])[CH:14]([CH3:16])[CH3:15])=[CH:8][N:7]([CH2:18][C:19]3[C:24]([F:25])=[CH:23][CH:22]=[CH:21][C:20]=3[F:26])[C:6]=2[S:5][C:4]=1[C:27]1[CH:32]=[CH:31][C:30]([N+:33]([O-:35])=[O:34])=[CH:29][CH:28]=1)[CH3:45])[C:48]1[CH:53]=[CH:52][CH:51]=[CH:50][CH:49]=1.